This data is from Forward reaction prediction with 1.9M reactions from USPTO patents (1976-2016). The task is: Predict the product of the given reaction. Given the reactants Cl.Cl.[O:3]1[C:8]2=[CH:9][CH:10]=[CH:11][C:7]2=[CH:6][C:5]([CH:12]2[CH2:17][CH2:16][CH2:15][CH2:14][N:13]2[CH2:18][CH2:19][C@H:20]2[CH2:25][CH2:24][C@H:23]([NH2:26])[CH2:22][CH2:21]2)=[CH:4]1.[C:27](O)(=[O:31])[C:28]#[C:29][CH3:30], predict the reaction product. The product is: [O:3]1[C:8]2=[CH:9][CH:10]=[CH:11][C:7]2=[CH:6][C:5]([CH:12]2[CH2:17][CH2:16][CH2:15][CH2:14][N:13]2[CH2:18][CH2:19][C@H:20]2[CH2:21][CH2:22][C@H:23]([NH:26][C:27](=[O:31])[C:28]#[C:29][CH3:30])[CH2:24][CH2:25]2)=[CH:4]1.